This data is from Full USPTO retrosynthesis dataset with 1.9M reactions from patents (1976-2016). The task is: Predict the reactants needed to synthesize the given product. Given the product [Br:15][C:8]1[CH:9]=[C:10]([CH2:11][CH2:12][CH2:13][Br:17])[N:6]2[C:7]=1[C:2]([NH2:1])=[N:3][CH:4]=[N:5]2, predict the reactants needed to synthesize it. The reactants are: [NH2:1][C:2]1[C:7]2=[C:8]([Br:15])[CH:9]=[C:10]([CH2:11][CH2:12][CH2:13]O)[N:6]2[N:5]=[CH:4][N:3]=1.C(Br)(Br)(Br)[Br:17].C1(P(C2C=CC=CC=2)C2C=CC=CC=2)C=CC=CC=1.